Dataset: Reaction yield outcomes from USPTO patents with 853,638 reactions. Task: Predict the reaction yield, written as a fraction of the theoretical maximum amount of product (1.0 means a 100% yield; for example, 0.34 means a 34% yield). (1) The reactants are Br[C:2]1[CH:3]=[C:4]([NH:10][C:11]2[CH:15]=[C:14]([CH3:16])[N:13]([CH:17]3[CH2:20][O:19][CH2:18]3)[N:12]=2)[C:5](=[O:9])[N:6]([CH3:8])[CH:7]=1.[C:21]([O:24][CH2:25][C:26]1[C:27]([N:41]2[CH2:52][CH2:51][N:50]3[C:43](=[CH:44][C:45]4[CH2:46][C:47]([CH3:54])([CH3:53])[CH2:48][C:49]=43)[C:42]2=[O:55])=[N:28][CH:29]=[CH:30][C:31]=1B1OC(C)(C)C(C)(C)O1)(=[O:23])[CH3:22].CC(O[Na])=O.[O-]P([O-])([O-])=O.[K+].[K+].[K+]. The catalyst is C1C=CC(P(C2C=CC=CC=2)[C-]2C=CC=C2)=CC=1.C1C=CC(P(C2C=CC=CC=2)[C-]2C=CC=C2)=CC=1.Cl[Pd]Cl.[Fe+2].O.C(#N)C. The product is [C:21]([O:24][CH2:25][C:26]1[C:27]([N:41]2[CH2:52][CH2:51][N:50]3[C:43](=[CH:44][C:45]4[CH2:46][C:47]([CH3:54])([CH3:53])[CH2:48][C:49]=43)[C:42]2=[O:55])=[N:28][CH:29]=[CH:30][C:31]=1[C:2]1[CH:3]=[C:4]([NH:10][C:11]2[CH:15]=[C:14]([CH3:16])[N:13]([CH:17]3[CH2:20][O:19][CH2:18]3)[N:12]=2)[C:5](=[O:9])[N:6]([CH3:8])[CH:7]=1)(=[O:23])[CH3:22]. The yield is 0.560. (2) The reactants are [F:1][C:2]1[C:3]([NH2:17])=[N:4][C:5]([O:8][CH2:9][C:10]2[CH:15]=[CH:14][C:13]([CH3:16])=[CH:12][CH:11]=2)=[N:6][CH:7]=1.C[Si]([N-][Si](C)(C)C)(C)C.[Li+].[C:28]1([CH3:38])[CH:33]=[CH:32][C:31]([S:34](Cl)(=[O:36])=[O:35])=[CH:30][CH:29]=1. The catalyst is C1COCC1. The product is [F:1][C:2]1[C:3]([NH:17][S:34]([C:31]2[CH:32]=[CH:33][C:28]([CH3:38])=[CH:29][CH:30]=2)(=[O:36])=[O:35])=[N:4][C:5]([O:8][CH2:9][C:10]2[CH:15]=[CH:14][C:13]([CH3:16])=[CH:12][CH:11]=2)=[N:6][CH:7]=1. The yield is 0.452. (3) The yield is 0.800. The reactants are [Cl:1][C:2]1[N:7]=[C:6]([C:8]([O:10]C)=[O:9])[CH:5]=[CH:4][C:3]=1[F:12].O.O.[OH-].[Li+]. The catalyst is C1COCC1. The product is [Cl:1][C:2]1[N:7]=[C:6]([C:8]([OH:10])=[O:9])[CH:5]=[CH:4][C:3]=1[F:12]. (4) The reactants are [CH:1]([C:3]1[CH:4]=[N:5][CH:6]=[N:7][CH:8]=1)=O.[Cl:9][C:10]1[CH:15]=[CH:14][C:13]([S:16]([NH2:19])(=[O:18])=[O:17])=[CH:12][CH:11]=1.CC1C=CC(S(O)(=O)=O)=CC=1. The catalyst is C1(C)C=CC=CC=1. The product is [Cl:9][C:10]1[CH:11]=[CH:12][C:13]([S:16](/[N:19]=[CH:1]/[C:3]2[CH:4]=[N:5][CH:6]=[N:7][CH:8]=2)(=[O:17])=[O:18])=[CH:14][CH:15]=1. The yield is 0.810. (5) The reactants are [Si:1]([O:18][CH2:19][CH2:20][O:21][C:22]1[CH:27]=[CH:26][C:25](/[CH:28]=[CH:29]/[C:30](O)=[O:31])=[C:24]([O:33][C:34]2[C:39]([Cl:40])=[CH:38][C:37]([C:41]([F:44])([F:43])[F:42])=[CH:36][N:35]=2)[CH:23]=1)([C:14]([CH3:17])([CH3:16])[CH3:15])([C:8]1[CH:13]=[CH:12][CH:11]=[CH:10][CH:9]=1)[C:2]1[CH:7]=[CH:6][CH:5]=[CH:4][CH:3]=1.Cl.C(N=C=NCCCN(C)C)C.[CH2:57]([S:62]([NH2:65])(=[O:64])=[O:63])[CH2:58][CH2:59][CH2:60][CH3:61].Cl. The catalyst is C(#N)C.CN(C)C1C=CN=CC=1.C(OCC)(=O)C. The product is [Si:1]([O:18][CH2:19][CH2:20][O:21][C:22]1[CH:27]=[CH:26][C:25](/[CH:28]=[CH:29]/[C:30]([NH:65][S:62]([CH2:57][CH2:58][CH2:59][CH2:60][CH3:61])(=[O:64])=[O:63])=[O:31])=[C:24]([O:33][C:34]2[C:39]([Cl:40])=[CH:38][C:37]([C:41]([F:42])([F:43])[F:44])=[CH:36][N:35]=2)[CH:23]=1)([C:14]([CH3:17])([CH3:16])[CH3:15])([C:8]1[CH:9]=[CH:10][CH:11]=[CH:12][CH:13]=1)[C:2]1[CH:7]=[CH:6][CH:5]=[CH:4][CH:3]=1. The yield is 0.540. (6) The reactants are [N:1]([CH2:4][CH2:5][O:6][C:7](=[O:25])[NH:8][CH2:9][CH2:10][CH2:11][CH2:12][C@@H:13]([C:22]([OH:24])=[O:23])[NH:14]C(=O)OC(C)(C)C)=[N+:2]=[N-:3].[C:26]([OH:32])([C:28]([F:31])([F:30])[F:29])=[O:27]. The catalyst is C(Cl)Cl. The product is [OH:32][C:26]([C:28]([F:31])([F:30])[F:29])=[O:27].[NH2:14][C@@H:13]([CH2:12][CH2:11][CH2:10][CH2:9][NH:8][C:7]([O:6][CH2:5][CH2:4][N:1]=[N+:2]=[N-:3])=[O:25])[C:22]([OH:24])=[O:23]. The yield is 0.930. (7) The reactants are CC1C=CC(S(O[CH2:12][CH2:13][O:14][CH2:15][CH2:16][O:17][CH2:18][CH2:19][N:20]=[N+:21]=[N-:22])(=O)=O)=CC=1.[C:23]([O-:26])([O-])=O.[K+].[K+].[C:29]([O:40][CH3:41])(=[O:39])[C:30]1[CH:38]=[C:36]([OH:37])[C:34]([OH:35])=[C:32]([OH:33])[CH:31]=1. The catalyst is CC(C)=O.[Br-].C([N+](CCCC)(CCCC)CCCC)CCC. The product is [N:20]([CH2:19][CH2:18][O:17][CH2:16][CH2:15][O:14][CH2:13][CH2:12][O:37][C:36]1[CH:38]=[C:30]([CH:31]=[C:32]([O:33][CH2:12][CH2:13][O:14][CH2:15][CH2:16][O:17][CH2:18][CH2:19][N:20]=[N+:21]=[N-:22])[C:34]=1[O:35][CH2:12][CH2:13][O:14][CH2:15][CH2:16][O:26][CH2:23][CH2:19][N:20]=[N+:21]=[N-:22])[C:29]([O:40][CH3:41])=[O:39])=[N+:21]=[N-:22]. The yield is 0.940.